Dataset: Reaction yield outcomes from USPTO patents with 853,638 reactions. Task: Predict the reaction yield, written as a fraction of the theoretical maximum amount of product (1.0 means a 100% yield; for example, 0.34 means a 34% yield). (1) The reactants are N1(CCOC2C=CC([NH:15][C:16]3[N:21]=[CH:20][C:19]([NH:22][C:23](=[O:32])[C:24]4[C:29]([CH3:30])=[CH:28][CH:27]=[CH:26][C:25]=4[CH3:31])=[CH:18][N:17]=3)=CC=2)CCCC1.[N:33]1([CH2:38][CH2:39][O:40][C:41]2[CH:42]=[C:43](NC3N=CC(N)=CN=3)[CH:44]=[CH:45][CH:46]=2)[CH2:37][CH2:36][CH2:35][CH2:34]1. No catalyst specified. The product is [N:33]1([CH2:38][CH2:39][O:40][C:41]2[CH:46]=[C:45]([NH:15][C:16]3[N:21]=[CH:20][C:19]([NH:22][C:23](=[O:32])[C:24]4[C:25]([CH3:31])=[CH:26][CH:27]=[CH:28][C:29]=4[CH3:30])=[CH:18][N:17]=3)[CH:44]=[CH:43][CH:42]=2)[CH2:37][CH2:36][CH2:35][CH2:34]1. The yield is 0.0800. (2) The reactants are [Cl:1][C:2]1[CH:3]=[C:4]([CH2:8][S:9](Cl)(=[O:11])=[O:10])[CH:5]=[CH:6][CH:7]=1.[CH2:13]([NH2:17])[CH2:14][CH2:15][CH3:16]. The catalyst is C1COCC1. The product is [CH2:13]([NH:17][S:9]([CH2:8][C:4]1[CH:5]=[CH:6][CH:7]=[C:2]([Cl:1])[CH:3]=1)(=[O:11])=[O:10])[CH2:14][CH2:15][CH3:16]. The yield is 0.830. (3) The catalyst is CC(C)=O. The product is [F:1][C:2]1[CH:3]=[C:4]([C:9]2[C:17]3[CH2:16][C:15](=[O:18])[CH2:14][CH2:13][C:12]=3[N:11]([C:19]([NH:21][C@@H:22]([C:27]([CH3:30])([CH3:29])[CH3:28])[C:23]([NH:25][CH3:26])=[O:24])=[O:20])[N:10]=2)[CH:5]=[CH:6][C:7]=1[F:8]. The yield is 0.910. The reactants are [F:1][C:2]1[CH:3]=[C:4]([C:9]2[C:17]3[CH2:16][CH:15]([OH:18])[CH2:14][CH2:13][C:12]=3[N:11]([C:19]([NH:21][C@@H:22]([C:27]([CH3:30])([CH3:29])[CH3:28])[C:23]([NH:25][CH3:26])=[O:24])=[O:20])[N:10]=2)[CH:5]=[CH:6][C:7]=1[F:8].FC1C=C(C2C3CC4(OCCO4)CCC=3N(C(N[C@@H](C(C)(C)C)C(NC)=O)=O)N=2)C=CC=1F.C1(C)C=CC(S(O)(=O)=O)=CC=1.O. (4) The reactants are [CH2:1]([Zn]CC)C.C1(C)C=CC=CC=1.ClCI.[CH3:16]/[C:17](=[CH:20]\[CH:21]([C:23]1[CH:28]=[CH:27][CH:26]=[C:25]([CH3:29])[CH:24]=1)[CH3:22])/[CH2:18][OH:19].S(=O)(=O)(O)O. No catalyst specified. The product is [CH3:16][C@@:17]1([CH2:18][OH:19])[CH2:1][C@H:20]1[C@H:21]([C:23]1[CH:28]=[CH:27][CH:26]=[C:25]([CH3:29])[CH:24]=1)[CH3:22]. The yield is 0.450.